The task is: Predict the reactants needed to synthesize the given product.. This data is from Full USPTO retrosynthesis dataset with 1.9M reactions from patents (1976-2016). (1) Given the product [Cl:32][C:19]1[C:20]([C:26]2[N:30]([CH3:31])[N:29]=[CH:28][CH:27]=2)=[CH:21][CH:22]=[C:23]2[C:18]=1[C:17](=[O:33])[N:16]([CH2:15][C:14]1[C:9](=[O:8])[NH:10][C:11]([CH3:35])=[CH:12][C:13]=1[CH3:34])[CH2:25][CH2:24]2, predict the reactants needed to synthesize it. The reactants are: C([O:8][C:9]1[C:14]([CH2:15][N:16]2[CH2:25][CH2:24][C:23]3[C:18](=[C:19]([Cl:32])[C:20]([C:26]4[N:30]([CH3:31])[N:29]=[CH:28][CH:27]=4)=[CH:21][CH:22]=3)[C:17]2=[O:33])=[C:13]([CH3:34])[CH:12]=[C:11]([CH3:35])[N:10]=1)C1C=CC=CC=1. (2) Given the product [Cl:14][CH2:15][Si:16]([CH2:19][C@H:7]1[C:6]([O:12][CH3:13])=[N:5][C@H:4]([CH:1]([CH3:3])[CH3:2])[C:9]([O:10][CH3:11])=[N:8]1)([CH3:18])[CH3:17], predict the reactants needed to synthesize it. The reactants are: [CH:1]([C@@H:4]1[C:9]([O:10][CH3:11])=[N:8][CH2:7][C:6]([O:12][CH3:13])=[N:5]1)([CH3:3])[CH3:2].[Cl:14][CH2:15][Si:16]([CH2:19]Cl)([CH3:18])[CH3:17].C([Li])CCC.[Cl-].[NH4+]. (3) Given the product [F:7][C:11]1([C:31]2[CH:36]=[CH:35][CH:34]=[CH:33][CH:32]=2)[CH2:16][CH2:15][N:14]([CH2:17][CH2:18][CH2:19][C:20]2[NH:29][C:28](=[O:30])[C:27]3[C:22](=[CH:23][CH:24]=[CH:25][CH:26]=3)[N:21]=2)[CH2:13][CH2:12]1, predict the reactants needed to synthesize it. The reactants are: C(N(S(F)(F)[F:7])CC)C.O[C:11]1([C:31]2[CH:36]=[CH:35][CH:34]=[CH:33][CH:32]=2)[CH2:16][CH2:15][N:14]([CH2:17][CH2:18][CH2:19][C:20]2[NH:29][C:28](=[O:30])[C:27]3[C:22](=[CH:23][CH:24]=[CH:25][CH:26]=3)[N:21]=2)[CH2:13][CH2:12]1. (4) Given the product [OH:17][CH2:16][CH2:15][O:1][C:2]1[CH:9]=[CH:8][C:5]([CH:6]=[O:7])=[C:4]([O:10][CH3:11])[CH:3]=1, predict the reactants needed to synthesize it. The reactants are: [OH:1][C:2]1[CH:9]=[CH:8][C:5]([CH:6]=[O:7])=[C:4]([O:10][CH3:11])[CH:3]=1.[H-].[Na+].Br[CH2:15][CH2:16][OH:17]. (5) Given the product [NH2:11][C:8]1[CH:9]=[CH:10][C:5]([O:4][C:3]2[CH:39]=[CH:40][C:41]([F:43])=[CH:42][C:2]=2[F:1])=[C:6]([C:14]2[C:22]3[C:17](=[C:18]([O:36][CH3:37])[N:19]=[C:20]([CH:23]4[CH2:28][CH2:27][N:26]([C:29]([O:31][C:32]([CH3:33])([CH3:34])[CH3:35])=[O:30])[CH2:25][CH2:24]4)[CH:21]=3)[N:16]([CH3:38])[CH:15]=2)[CH:7]=1, predict the reactants needed to synthesize it. The reactants are: [F:1][C:2]1[CH:42]=[C:41]([F:43])[CH:40]=[CH:39][C:3]=1[O:4][C:5]1[CH:10]=[CH:9][C:8]([N+:11]([O-])=O)=[CH:7][C:6]=1[C:14]1[C:22]2[C:17](=[C:18]([O:36][CH3:37])[N:19]=[C:20]([C:23]3[CH2:28][CH2:27][N:26]([C:29]([O:31][C:32]([CH3:35])([CH3:34])[CH3:33])=[O:30])[CH2:25][CH:24]=3)[CH:21]=2)[N:16]([CH3:38])[CH:15]=1.[H][H]. (6) Given the product [OH:6][CH:4]([CH3:5])[CH:3]([NH:7][C:8]([C:10]1[C:23]2[C:18]([N:17]=[C:16]3[C:11]=1[CH:12]=[CH:13][CH:14]=[CH:15]3)=[CH:19][CH:20]=[CH:21][CH:22]=2)=[O:9])[CH2:2][O:1][C:30]([C:37]1[CH:42]=[CH:41][CH:40]=[CH:39][CH:38]=1)([C:31]1[CH:32]=[CH:33][C:34]([O:49][CH3:48])=[CH:35][CH:36]=1)[C:29]1[CH:44]=[CH:45][C:26]([O:25][CH3:24])=[CH:27][CH:28]=1, predict the reactants needed to synthesize it. The reactants are: [OH:1][CH2:2][CH:3]([NH:7][C:8]([C:10]1[C:11]2[C:16]([N:17]=[C:18]3[C:23]=1[CH:22]=[CH:21][CH:20]=[CH:19]3)=[CH:15][CH:14]=[CH:13][CH:12]=2)=[O:9])[CH:4]([OH:6])[CH3:5].[CH3:24][O:25][C:26]1(OC)[CH:45]=[CH:44][C:29]([C:30](Cl)([C:37]2[CH:42]=[CH:41][CH:40]=[CH:39][CH:38]=2)[C:31]2[CH:36]=[CH:35][CH:34]=[CH:33][CH:32]=2)=[CH:28][CH2:27]1.[CH3:48][OH:49]. (7) The reactants are: [NH2:1][CH2:2][CH2:3][CH2:4][P:5](C(OCC)OCC)(=[O:9])[O:6]CC.[CH2:17]([C:25]1[CH:32]=[CH:31][C:28]([CH:29]=O)=[CH:27][CH:26]=1)[CH2:18][CH2:19][CH2:20][CH2:21][CH2:22][CH2:23][CH3:24]. Given the product [CH2:17]([C:25]1[CH:32]=[CH:31][C:28]([CH2:29][NH:1][CH2:2][CH2:3][CH2:4][PH:5](=[O:9])[OH:6])=[CH:27][CH:26]=1)[CH2:18][CH2:19][CH2:20][CH2:21][CH2:22][CH2:23][CH3:24], predict the reactants needed to synthesize it.